Dataset: Full USPTO retrosynthesis dataset with 1.9M reactions from patents (1976-2016). Task: Predict the reactants needed to synthesize the given product. The reactants are: [CH3:1][C:2]1[N:6]([CH:7]([CH3:9])[CH3:8])[C:5]([C:10]2[CH:15]=[CH:14][N:13]=[C:12](O)[N:11]=2)=[CH:4][N:3]=1.P(Cl)(Cl)(Cl)(Cl)[Cl:18]. Given the product [Cl:18][C:12]1[N:11]=[C:10]([C:5]2[N:6]([CH:7]([CH3:9])[CH3:8])[C:2]([CH3:1])=[N:3][CH:4]=2)[CH:15]=[CH:14][N:13]=1, predict the reactants needed to synthesize it.